Dataset: Full USPTO retrosynthesis dataset with 1.9M reactions from patents (1976-2016). Task: Predict the reactants needed to synthesize the given product. (1) Given the product [CH2:1]([O:3][C:4]([C:6]1[C:7]([O:22][C:23](=[O:25])[CH3:24])=[C:8]2[C:16]([Cl:26])=[CH:15][N:14]([CH2:17][CH2:18][CH:19]([CH3:21])[CH3:20])[C:9]2=[C:10]([C:12]#[N:13])[N:11]=1)=[O:5])[CH3:2], predict the reactants needed to synthesize it. The reactants are: [CH2:1]([O:3][C:4]([C:6]1[C:7]([O:22][C:23](=[O:25])[CH3:24])=[C:8]2[CH:16]=[CH:15][N:14]([CH2:17][CH2:18][CH:19]([CH3:21])[CH3:20])[C:9]2=[C:10]([C:12]#[N:13])[N:11]=1)=[O:5])[CH3:2].[Cl:26]N1C(=O)CCC1=O.C(OCC)(=O)C. (2) Given the product [C:1]([NH:4][C:5]1[CH:10]=[CH:9][N:8]([C@H:34]2[O:38][C@@H:37]([C:39]([O:41][C@@H:42]3[CH2:47][C@H:46]([CH3:48])[CH2:45][CH2:44][C@H:43]3[CH:49]([CH3:51])[CH3:50])=[O:40])[S:36][CH2:35]2)[C:7](=[O:11])[N:6]=1)(=[O:3])[CH3:2], predict the reactants needed to synthesize it. The reactants are: [C:1]([NH:4][C:5]1[CH:10]=[CH:9][NH:8][C:7](=[O:11])[N:6]=1)(=[O:3])[CH3:2].C[Si](C)(C)N[Si](C)(C)C.C[Si](C)(C)Cl.ClC(Cl)C.C(O[CH:34]1[O:38][C@@H:37]([C:39]([O:41][CH:42]2[CH2:47][C@H:46]([CH3:48])[CH2:45][CH2:44][C@H:43]2[CH:49]([CH3:51])[CH3:50])=[O:40])[S:36][CH2:35]1)(=O)C.